From a dataset of Reaction yield outcomes from USPTO patents with 853,638 reactions. Predict the reaction yield, written as a fraction of the theoretical maximum amount of product (1.0 means a 100% yield; for example, 0.34 means a 34% yield). (1) The reactants are [N:1]1[CH:6]=[CH:5][CH:4]=[CH:3][C:2]=1[CH2:7][O:8][C:9]1[CH:14]=[CH:13][N+:12]([O-])=[CH:11][CH:10]=1.C(OC(=O)C)(=[O:18])C. No catalyst specified. The product is [N:1]1[CH:6]=[CH:5][CH:4]=[CH:3][C:2]=1[CH2:7][O:8][C:9]1[CH:14]=[CH:13][NH:12][C:11](=[O:18])[CH:10]=1. The yield is 0.210. (2) The reactants are [F:1][CH:2]([F:12])[O:3][C:4]1[CH:11]=[CH:10][C:7]([CH2:8][NH2:9])=[CH:6][CH:5]=1.C[O:14][C:15](=O)[C:16]1[C:21]([I:22])=[CH:20][C:19]([F:23])=[CH:18][C:17]=1[CH2:24]Br.C([O-])([O-])=O.[K+].[K+]. The catalyst is C1(C)C=CC=CC=1. The product is [F:23][C:19]1[CH:18]=[C:17]2[C:16](=[C:21]([I:22])[CH:20]=1)[C:15](=[O:14])[N:9]([CH2:8][C:7]1[CH:6]=[CH:5][C:4]([O:3][CH:2]([F:12])[F:1])=[CH:11][CH:10]=1)[CH2:24]2. The yield is 0.350. (3) The reactants are [Br:1][C:2]1[CH:7]=[CH:6][C:5]([N:8]2[C:12]([CH3:13])=[CH:11][C:10]([C:14]([N:16]([CH2:21][CH2:22][CH2:23][CH3:24])[CH2:17][CH2:18][CH2:19][CH3:20])=[O:15])=[N:9]2)=[C:4]([C:25]([N:27]2[C@H:36]([CH2:37][OH:38])[CH2:35][C:34]3[C:29](=[CH:30][CH:31]=[CH:32][CH:33]=3)[CH2:28]2)=[O:26])[CH:3]=1.[Si:39](Cl)([C:42]([CH3:45])([CH3:44])[CH3:43])([CH3:41])[CH3:40].N1C=CN=C1. The catalyst is C(Cl)Cl.O. The product is [Br:1][C:2]1[CH:7]=[CH:6][C:5]([N:8]2[C:12]([CH3:13])=[CH:11][C:10]([C:14]([N:16]([CH2:21][CH2:22][CH2:23][CH3:24])[CH2:17][CH2:18][CH2:19][CH3:20])=[O:15])=[N:9]2)=[C:4]([C:25]([N:27]2[C@H:36]([CH2:37][O:38][Si:39]([C:42]([CH3:45])([CH3:44])[CH3:43])([CH3:41])[CH3:40])[CH2:35][C:34]3[C:29](=[CH:30][CH:31]=[CH:32][CH:33]=3)[CH2:28]2)=[O:26])[CH:3]=1. The yield is 0.830. (4) The catalyst is C(Cl)Cl.CO.O. The product is [CH:8]([N:11]1[C:15]([C:16]2[S:17][C:18]3[CH2:19][CH2:20][O:21][C:22]4[CH:29]=[C:28]([CH:30]5[CH2:35][CH2:34][N:33]([CH2:44][C:45]([NH2:47])=[O:46])[CH2:32][CH2:31]5)[CH:27]=[CH:26][C:23]=4[C:24]=3[N:25]=2)=[N:14][CH:13]=[N:12]1)([CH3:10])[CH3:9]. The yield is 0.720. The reactants are OC(C(F)(F)F)=O.[CH:8]([N:11]1[C:15]([C:16]2[S:17][C:18]3[CH2:19][CH2:20][O:21][C:22]4[CH:29]=[C:28]([CH:30]5[CH2:35][CH2:34][NH:33][CH2:32][CH2:31]5)[CH:27]=[CH:26][C:23]=4[C:24]=3[N:25]=2)=[N:14][CH:13]=[N:12]1)([CH3:10])[CH3:9].C(N(CC)CC)C.Br[CH2:44][C:45]([NH2:47])=[O:46]. (5) The reactants are Cl[C:2]1[N:7]=[C:6]([C:8]2[N:12]3[CH:13]=[CH:14][CH:15]=[CH:16][C:11]3=[N:10][C:9]=2[C:17]2[CH:18]=[CH:19][C:20]([O:34][CH3:35])=[C:21]([CH:33]=2)[C:22]([NH:24][C:25]2[C:30]([F:31])=[CH:29][CH:28]=[CH:27][C:26]=2[F:32])=[O:23])[CH:5]=[CH:4][N:3]=1.[CH2:36]([C:38]1[C:39]([N:47]2[CH2:52][CH2:51][N:50]([CH2:53][CH2:54][S:55]([CH3:58])(=[O:57])=[O:56])[CH2:49][CH2:48]2)=[CH:40][C:41]([O:45][CH3:46])=[C:42]([CH:44]=1)[NH2:43])[CH3:37].Cl.O1CCOCC1.N. The catalyst is CO. The product is [F:32][C:26]1[CH:27]=[CH:28][CH:29]=[C:30]([F:31])[C:25]=1[NH:24][C:22](=[O:23])[C:21]1[CH:33]=[C:17]([C:9]2[N:10]=[C:11]3[CH:16]=[CH:15][CH:14]=[CH:13][N:12]3[C:8]=2[C:6]2[CH:5]=[CH:4][N:3]=[C:2]([NH:43][C:42]3[CH:44]=[C:38]([CH2:36][CH3:37])[C:39]([N:47]4[CH2:52][CH2:51][N:50]([CH2:53][CH2:54][S:55]([CH3:58])(=[O:57])=[O:56])[CH2:49][CH2:48]4)=[CH:40][C:41]=3[O:45][CH3:46])[N:7]=2)[CH:18]=[CH:19][C:20]=1[O:34][CH3:35]. The yield is 0.380.